Dataset: Catalyst prediction with 721,799 reactions and 888 catalyst types from USPTO. Task: Predict which catalyst facilitates the given reaction. Reactant: CO[CH:3](OC)[N:4]([CH3:6])[CH3:5].[NH:9]1[C:13]2[CH:14]=[CH:15][C:16]([C:18]([NH:20][NH2:21])=[O:19])=[CH:17][C:12]=2[N:11]=[CH:10]1.C1(C)C=CC=CC=1. Product: [CH3:6][N:4]([CH:3]=[N:21][NH:20][C:18]([C:16]1[CH:15]=[CH:14][C:13]2[NH:9][CH:10]=[N:11][C:12]=2[CH:17]=1)=[O:19])[CH3:5]. The catalyst class is: 5.